From a dataset of Catalyst prediction with 721,799 reactions and 888 catalyst types from USPTO. Predict which catalyst facilitates the given reaction. (1) Reactant: O[Li].O.C[O:5][C:6]([C:8]1([C:11](=[O:25])[NH:12][C:13]2[CH:18]=[CH:17][C:16]([C:19]3[CH:24]=[CH:23][CH:22]=[CH:21][CH:20]=3)=[CH:15][CH:14]=2)[CH2:10][CH2:9]1)=[O:7]. Product: [C:16]1([C:19]2[CH:20]=[CH:21][CH:22]=[CH:23][CH:24]=2)[CH:17]=[CH:18][C:13]([NH:12][C:11]([C:8]2([C:6]([OH:7])=[O:5])[CH2:10][CH2:9]2)=[O:25])=[CH:14][CH:15]=1. The catalyst class is: 200. (2) Reactant: [C:1]1([CH:7](O)[CH3:8])[CH:6]=[CH:5][CH:4]=[CH:3][CH:2]=1.C1(C(F)(F)[F:17])C=CC=CC=1. Product: [F:17][CH:7]([C:1]1[CH:6]=[CH:5][CH:4]=[CH:3][CH:2]=1)[CH3:8]. The catalyst class is: 2.